Dataset: Retrosynthesis with 50K atom-mapped reactions and 10 reaction types from USPTO. Task: Predict the reactants needed to synthesize the given product. (1) Given the product Cn1ncc(Br)c1NC(=O)c1ccc(I)cc1, predict the reactants needed to synthesize it. The reactants are: Cn1ncc(Br)c1N.O=C(Cl)c1ccc(I)cc1. (2) Given the product CC(=O)C1=CC[C@H]2[C@@H]3CC[C@H]4C[C@@H]5O[C@@H]5C[C@]4(C)[C@H]3CC[C@]12C, predict the reactants needed to synthesize it. The reactants are: CC(=O)C1=CC[C@H]2[C@@H]3CC[C@H]4CC=CC[C@]4(C)[C@H]3CC[C@]12C.O=C(OO)c1cccc(Cl)c1. (3) Given the product CCOC(=O)c1ccc(N=Cc2ccc(F)c(Br)c2)cc1, predict the reactants needed to synthesize it. The reactants are: CCOC(=O)c1ccc(N)cc1.O=Cc1ccc(F)c(Br)c1. (4) Given the product NC(=O)c1ccc(-c2ccnc3[nH]c(-c4ccc(CN5CCOCC5)cc4)nc23)cc1, predict the reactants needed to synthesize it. The reactants are: Clc1ccnc2[nH]c(-c3ccc(CN4CCOCC4)cc3)nc12.NC(=O)c1ccc(B(O)O)cc1. (5) Given the product Nc1ccc2c(ccn2Cc2cccc(OC(F)(F)F)c2)c1, predict the reactants needed to synthesize it. The reactants are: O=[N+]([O-])c1ccc2c(ccn2Cc2cccc(OC(F)(F)F)c2)c1. (6) Given the product COC(=O)C(=O)Nc1ncc(Cl)cn1, predict the reactants needed to synthesize it. The reactants are: COC(=O)C(=O)Cl.Nc1ncc(Cl)cn1. (7) Given the product C=C(C)c1cc(-c2ccc(C(F)(F)F)cc2)sc1C=O, predict the reactants needed to synthesize it. The reactants are: C=C(C)Br.O=Cc1sc(-c2ccc(C(F)(F)F)cc2)cc1B(O)O. (8) Given the product Cc1cc(OC(C)c2sc(-c3ccc(C(F)(F)F)cc3)nc2C)ccc1OCC(=O)O, predict the reactants needed to synthesize it. The reactants are: CCOC(=O)COc1ccc(OC(C)c2sc(-c3ccc(C(F)(F)F)cc3)nc2C)cc1C.